The task is: Predict the product of the given reaction.. This data is from Forward reaction prediction with 1.9M reactions from USPTO patents (1976-2016). (1) Given the reactants [H-].[Na+].[Cl:3][C:4]1[CH:5]=[CH:6][C:7]([OH:27])=[C:8]([CH2:10][N:11]2[N:15]=[C:14]([C:16]([NH:18][C:19]3[C:24]([F:25])=[CH:23][CH:22]=[CH:21][C:20]=3[F:26])=[O:17])[CH:13]=[N:12]2)[CH:9]=1.[CH2:28](Br)[CH:29]([CH3:31])[CH3:30].Cl, predict the reaction product. The product is: [Cl:3][C:4]1[CH:5]=[CH:6][C:7]([O:27][CH2:28][CH:29]([CH3:31])[CH3:30])=[C:8]([CH2:10][N:11]2[N:15]=[C:14]([C:16]([NH:18][C:19]3[C:24]([F:25])=[CH:23][CH:22]=[CH:21][C:20]=3[F:26])=[O:17])[CH:13]=[N:12]2)[CH:9]=1. (2) The product is: [NH:2]([C:3]1[CH:4]=[C:5]([CH:15]=[CH:16][CH:17]=1)[CH2:6][CH2:7][NH:8][C:9](=[O:14])[C:10]([F:11])([F:12])[F:13])[NH2:18]. Given the reactants Cl.[NH2:2][C:3]1[CH:4]=[C:5]([CH:15]=[CH:16][CH:17]=1)[CH2:6][CH2:7][NH:8][C:9](=[O:14])[C:10]([F:13])([F:12])[F:11].[N:18]([O-])=O.[Na+].O.O.Cl[Sn]Cl, predict the reaction product. (3) Given the reactants [C:1]([O:5][C:6]([N:8]1[CH2:13][CH2:12][C:11](=[CH:14][C:15]([O:17][CH2:18][CH3:19])=[O:16])[CH2:10][CH2:9]1)=[O:7])([CH3:4])([CH3:3])[CH3:2], predict the reaction product. The product is: [CH2:18]([O:17][C:15](=[O:16])[CH2:14][CH:11]1[CH2:12][CH2:13][N:8]([C:6]([O:5][C:1]([CH3:4])([CH3:3])[CH3:2])=[O:7])[CH2:9][CH2:10]1)[CH3:19]. (4) Given the reactants [Cl:1][C:2]1[CH:3]=[CH:4][C:5]([C:25]#[N:26])=[C:6]([C:8]2[C:13]([O:14][CH3:15])=[CH:12][N:11]([CH2:16][C:17]([O:19][C:20]([CH3:23])([CH3:22])[CH3:21])=[O:18])[C:10](=[O:24])[CH:9]=2)[CH:7]=1.[CH2:27](I)[CH:28]([CH3:30])[CH3:29], predict the reaction product. The product is: [Cl:1][C:2]1[CH:3]=[CH:4][C:5]([C:25]#[N:26])=[C:6]([C:8]2[C:13]([O:14][CH3:15])=[CH:12][N:11]([CH:16]([CH2:27][CH:28]([CH3:30])[CH3:29])[C:17]([O:19][C:20]([CH3:21])([CH3:22])[CH3:23])=[O:18])[C:10](=[O:24])[CH:9]=2)[CH:7]=1. (5) Given the reactants Cl[C:2]1[CH:7]=[CH:6][N:5]2[N:8]=[CH:9][C:10]([CH:11]=[O:12])=[C:4]2[N:3]=1.Cl.[F:14][CH2:15][CH2:16][NH2:17], predict the reaction product. The product is: [F:14][CH2:15][CH2:16][NH:17][C:2]1[CH:7]=[CH:6][N:5]2[N:8]=[CH:9][C:10]([CH:11]=[O:12])=[C:4]2[N:3]=1.